Dataset: Forward reaction prediction with 1.9M reactions from USPTO patents (1976-2016). Task: Predict the product of the given reaction. (1) Given the reactants [Br:1][C:2]1[CH:7]=[CH:6][C:5]([CH:8]2[O:13][CH2:12][CH2:11][N:10](S(C3C=CC(C)=CC=3)(=O)=O)[CH2:9]2)=[CH:4][CH:3]=1.[C:24]1(O)C=CC=CC=1.Br.C=O.[BH-](OC(C)=O)(OC(C)=O)OC(C)=O.[Na+].C([O-])(O)=O.[Na+], predict the reaction product. The product is: [Br:1][C:2]1[CH:3]=[CH:4][C:5]([CH:8]2[O:13][CH2:12][CH2:11][N:10]([CH3:24])[CH2:9]2)=[CH:6][CH:7]=1. (2) Given the reactants C[O:2][C:3](=[O:31])[C@@H:4]([O:28][CH2:29][CH3:30])[CH2:5][C:6]1[CH:11]=[CH:10][C:9]([O:12][CH2:13][C:14]2[N:15]=[C:16]([C:19]3[CH:24]=[CH:23][C:22]([F:25])=[C:21]([Cl:26])[CH:20]=3)[S:17][CH:18]=2)=[CH:8][C:7]=1[CH3:27].[Li+].[OH-], predict the reaction product. The product is: [Cl:26][C:21]1[CH:20]=[C:19]([C:16]2[S:17][CH:18]=[C:14]([CH2:13][O:12][C:9]3[CH:10]=[CH:11][C:6]([CH2:5][C@H:4]([O:28][CH2:29][CH3:30])[C:3]([OH:31])=[O:2])=[C:7]([CH3:27])[CH:8]=3)[N:15]=2)[CH:24]=[CH:23][C:22]=1[F:25]. (3) Given the reactants [O:1]=[C:2]1[CH2:11][CH2:10][CH2:9][C:8]2[CH:7]=[C:6]([C:12]([OH:14])=[O:13])[CH:5]=[CH:4][C:3]1=2.[CH3:15]O, predict the reaction product. The product is: [O:1]=[C:2]1[CH2:11][CH2:10][CH2:9][C:8]2[CH:7]=[C:6]([C:12]([O:14][CH3:15])=[O:13])[CH:5]=[CH:4][C:3]1=2.